This data is from Forward reaction prediction with 1.9M reactions from USPTO patents (1976-2016). The task is: Predict the product of the given reaction. (1) Given the reactants [H-].[Na+].[Cl:3][C:4]1[CH:9]=[C:8](Cl)[CH:7]=[CH:6][N:5]=1.[CH3:11][C:12]1[N:17]=[C:16]([C:18]2[CH:19]=[N:20][N:21]([CH3:23])[CH:22]=2)[C:15]([OH:24])=[CH:14][CH:13]=1, predict the reaction product. The product is: [Cl:3][C:4]1[CH:9]=[C:8]([O:24][C:15]2[C:16]([C:18]3[CH:19]=[N:20][N:21]([CH3:23])[CH:22]=3)=[N:17][C:12]([CH3:11])=[CH:13][CH:14]=2)[CH:7]=[CH:6][N:5]=1. (2) Given the reactants [CH3:1][C:2](=[O:8])[CH2:3][CH2:4][CH2:5][CH2:6][CH3:7].Br[CH2:10][C:11]([O:13][CH2:14][CH3:15])=[O:12].II.Cl, predict the reaction product. The product is: [OH:8][C:2]([CH3:1])([CH2:3][CH2:4][CH2:5][CH2:6][CH3:7])[CH2:10][C:11]([O:13][CH2:14][CH3:15])=[O:12]. (3) Given the reactants Cl[C:2]1[CH:11]=[CH:10][C:9]2[C:4](=[CH:5][CH:6]=[C:7]([OH:12])[CH:8]=2)[N:3]=1.B([C:16]1[CH:24]=[CH:23][C:19]([C:20]([OH:22])=[O:21])=[CH:18][C:17]=1[O:25][CH3:26])(O)O, predict the reaction product. The product is: [OH:12][C:7]1[CH:8]=[C:9]2[C:4](=[CH:5][CH:6]=1)[N:3]=[C:2]([C:16]1[CH:24]=[CH:23][C:19]([C:20]([OH:22])=[O:21])=[CH:18][C:17]=1[O:25][CH3:26])[CH:11]=[CH:10]2. (4) Given the reactants Cl[C:2]1[N:3]=[CH:4][C:5]2[N:11]([CH3:12])[C:10](=[O:13])[C:9]([F:15])([F:14])[CH2:8][N:7]([C@@H:16]3[CH2:18][C@H:17]3[C:19]3[CH:24]=[CH:23][CH:22]=[CH:21][CH:20]=3)[C:6]=2[N:25]=1.[NH2:26][C:27]1[CH:42]=[CH:41][C:30]([C:31]([NH:33][CH:34]2[CH2:39][CH2:38][N:37]([CH3:40])[CH2:36][CH2:35]2)=[O:32])=[CH:29][C:28]=1[O:43][CH3:44].O.C1(C)C=CC(S(O)(=O)=O)=CC=1.C(=O)([O-])[O-].[Na+].[Na+], predict the reaction product. The product is: [F:14][C:9]1([F:15])[CH2:8][N:7]([C@@H:16]2[CH2:18][C@H:17]2[C:19]2[CH:24]=[CH:23][CH:22]=[CH:21][CH:20]=2)[C:6]2[N:25]=[C:2]([NH:26][C:27]3[CH:42]=[CH:41][C:30]([C:31]([NH:33][CH:34]4[CH2:35][CH2:36][N:37]([CH3:40])[CH2:38][CH2:39]4)=[O:32])=[CH:29][C:28]=3[O:43][CH3:44])[N:3]=[CH:4][C:5]=2[N:11]([CH3:12])[C:10]1=[O:13]. (5) Given the reactants [C:1]([OH:10])(=[O:9])[C@@H:2]([C@H:4]([C:6]([OH:8])=[O:7])[OH:5])[OH:3].C(=O)(O)O.[NH2:15][C:16]([NH2:18])=[NH:17].C(=O)=O, predict the reaction product. The product is: [C:6]([C@@H:4]([C@H:2]([C:1]([O-:10])=[O:9])[OH:3])[OH:5])([O-:8])=[O:7].[NH2:17][C:16]([NH2:18])=[NH2+:15].[NH2:17][C:16]([NH2:18])=[NH2+:15]. (6) Given the reactants [CH3:1][O:2][C:3]1[CH:8]=[CH:7][C:6]([C:9]2[N:10]=[N:11][S:12][CH:13]=2)=[CH:5][CH:4]=1.[CH3:14][O:15]C(Cl)Cl.C(=O)(O)[O-].[Na+], predict the reaction product. The product is: [CH3:1][O:2][C:3]1[CH:8]=[CH:7][C:6]([C:9]2[N:10]=[N:11][S:12][CH:13]=2)=[CH:5][C:4]=1[CH:14]=[O:15]. (7) Given the reactants [Cl:1][CH2:2][CH2:3][CH2:4][S:5][C:6]1[CH:15]=[CH:14][C:9]([C:10]([O:12][CH3:13])=[O:11])=[CH:8][CH:7]=1.[OH2:16].[OH:17]OS([O-])=O.[K+], predict the reaction product. The product is: [Cl:1][CH2:2][CH2:3][CH2:4][S:5]([C:6]1[CH:15]=[CH:14][C:9]([C:10]([O:12][CH3:13])=[O:11])=[CH:8][CH:7]=1)(=[O:17])=[O:16].